Predict the product of the given reaction. From a dataset of Forward reaction prediction with 1.9M reactions from USPTO patents (1976-2016). (1) Given the reactants [CH2:1]([O:3][C:4]([CH:6]1[CH2:8][CH:7]1[CH2:9][C:10]1[N:18]2[C:13]([C:14]([NH2:19])=[N:15][CH:16]=[N:17]2)=[C:12](Br)[CH:11]=1)=[O:5])[CH3:2].[CH2:21]([N:28]1[CH:36]=[C:35]2[C:30]([CH:31]=[C:32](B3OC(C)(C)C(C)(C)O3)[CH:33]=[CH:34]2)=[N:29]1)[C:22]1[CH:27]=[CH:26][CH:25]=[CH:24][CH:23]=1.C([O-])([O-])=O.[Na+].[Na+], predict the reaction product. The product is: [CH2:1]([O:3][C:4]([CH:6]1[CH2:8][CH:7]1[CH2:9][C:10]1[N:18]2[C:13]([C:14]([NH2:19])=[N:15][CH:16]=[N:17]2)=[C:12]([C:32]2[CH:33]=[CH:34][C:35]3[C:30]([CH:31]=2)=[N:29][N:28]([CH2:21][C:22]2[CH:27]=[CH:26][CH:25]=[CH:24][CH:23]=2)[CH:36]=3)[CH:11]=1)=[O:5])[CH3:2]. (2) Given the reactants [CH3:1][C:2]1[C:7]([C:8]([OH:10])=O)=[C:6]([CH3:11])[N:5]=[C:4]([C:12]2[CH:13]=[N:14][CH:15]=[C:16]([C:18]([F:21])([F:20])[F:19])[CH:17]=2)[CH:3]=1.[N:22]1([CH:27]2[CH2:32][CH2:31][NH:30][CH2:29][CH2:28]2)[CH2:26][CH2:25][CH2:24][CH2:23]1, predict the reaction product. The product is: [CH3:1][C:2]1[C:7]([C:8]([N:30]2[CH2:31][CH2:32][CH:27]([N:22]3[CH2:26][CH2:25][CH2:24][CH2:23]3)[CH2:28][CH2:29]2)=[O:10])=[C:6]([CH3:11])[N:5]=[C:4]([C:12]2[CH:13]=[N:14][CH:15]=[C:16]([C:18]([F:21])([F:20])[F:19])[CH:17]=2)[CH:3]=1.